From a dataset of Reaction yield outcomes from USPTO patents with 853,638 reactions. Predict the reaction yield, written as a fraction of the theoretical maximum amount of product (1.0 means a 100% yield; for example, 0.34 means a 34% yield). The reactants are [C:1]([C:5]1[N:10]=[C:9]([N:11]2[CH2:16][CH2:15][NH:14][CH2:13][CH2:12]2)[N:8]=[C:7]([NH:17][C:18]2[CH:23]=[CH:22][C:21]([CH3:24])=[CH:20][CH:19]=2)[CH:6]=1)([CH3:4])([CH3:3])[CH3:2].[CH3:25][O:26][C:27]1[CH:32]=[CH:31][C:30]([S:33](Cl)(=[O:35])=[O:34])=[CH:29][CH:28]=1.N1C=CC=CC=1. The catalyst is C(Cl)Cl. The product is [C:1]([C:5]1[N:10]=[C:9]([N:11]2[CH2:12][CH2:13][N:14]([S:33]([C:30]3[CH:29]=[CH:28][C:27]([O:26][CH3:25])=[CH:32][CH:31]=3)(=[O:35])=[O:34])[CH2:15][CH2:16]2)[N:8]=[C:7]([NH:17][C:18]2[CH:19]=[CH:20][C:21]([CH3:24])=[CH:22][CH:23]=2)[CH:6]=1)([CH3:4])([CH3:3])[CH3:2]. The yield is 0.400.